From a dataset of Full USPTO retrosynthesis dataset with 1.9M reactions from patents (1976-2016). Predict the reactants needed to synthesize the given product. (1) Given the product [Cl:14][C:15]1[CH:22]=[CH:21][C:18]([CH2:19][N:23]2[CH:2]=[C:1]([C:3]3[CH:8]=[CH:7][C:6]([CH3:9])=[C:5]([OH:10])[CH:4]=3)[N:25]=[N:24]2)=[CH:17][CH:16]=1, predict the reactants needed to synthesize it. The reactants are: [C:1]([C:3]1[CH:8]=[CH:7][C:6]([CH3:9])=[C:5]([O:10]COC)[CH:4]=1)#[CH:2].[Cl:14][C:15]1[CH:22]=[CH:21][C:18]([CH2:19]Br)=[CH:17][CH:16]=1.[N-:23]=[N+:24]=[N-:25].[Na+]. (2) Given the product [CH3:1][O:2][C:3]1[C:4]([CH3:31])=[C:5]([C:22]([O:29][CH3:30])=[C:23]([O:27][CH3:28])[C:24]=1[O:25][CH3:26])[CH2:6][C:7]1[CH:8]=[CH:9][C:10]([O:21][C:35]2[CH:36]=[CH:37][N:32]=[CH:33][CH:34]=2)=[C:11]([CH:20]=1)[C:12]([N:14]1[CH2:15][CH2:16][CH2:17][CH2:18][CH2:19]1)=[O:13], predict the reactants needed to synthesize it. The reactants are: [CH3:1][O:2][C:3]1[C:4]([CH3:31])=[C:5]([C:22]([O:29][CH3:30])=[C:23]([O:27][CH3:28])[C:24]=1[O:25][CH3:26])[CH2:6][C:7]1[CH:8]=[CH:9][C:10]([OH:21])=[C:11]([CH:20]=1)[C:12]([N:14]1[CH2:19][CH2:18][CH2:17][CH2:16][CH2:15]1)=[O:13].[N:32]1[CH:37]=[CH:36][C:35](B(O)O)=[CH:34][CH:33]=1.C(N(CC)CC)C.N1C=CC=CC=1. (3) Given the product [CH:7]([S:8]([CH2:10][C:11]([NH:13][CH3:22])=[O:12])=[O:9])([C:14]1[CH:19]=[CH:18][CH:17]=[CH:16][CH:15]=1)[C:4]1[CH:5]=[CH:6][CH:1]=[CH:2][CH:3]=1, predict the reactants needed to synthesize it. The reactants are: [C:1]1(C)[CH:6]=[CH:5][C:4]([CH:7]([C:14]2[CH:19]=[CH:18][C:17](C)=[CH:16][CH:15]=2)[S:8]([CH2:10][C:11]([NH2:13])=[O:12])=[O:9])=[CH:3][CH:2]=1.[CH:22](SCC(NC)=O)(C1C=CC=CC=1)C1C=CC=CC=1. (4) Given the product [Cl-:21].[Cl-:15].[CH3:2][C:3]1[CH:14]=[CH:6][C:7]([C:7]2[CH:8]([Zr+2:19][CH:6]3[C:14]4[C:9](=[CH:10][CH:11]=[CH:12][CH:13]=4)[CH:8]=[C:7]3[C:3]3[CH:2]=[CH:8][C:9]([CH3:10])=[CH:5][CH:4]=3)[C:9]3[C:14]([CH:6]=2)=[CH:13][CH:12]=[CH:11][CH:10]=3)=[CH:5][CH:4]=1, predict the reactants needed to synthesize it. The reactants are: [Li+].[CH3:2][CH2:3][CH2:4][CH2-:5].[CH2:6]1[C:14]2[C:9](=[CH:10][CH:11]=[CH:12][CH:13]=2)[CH:8]=[CH:7]1.[Cl-:15].[Cl-].[Cl-].[Cl-].[Zr+4:19].C(Cl)[Cl:21]. (5) Given the product [NH2:1][C:2]1[N:7]=[C:6]([C:8]2[CH:9]=[C:10]3[C:11]([C:12]([NH2:13])=[N:35][NH:36]3)=[CH:14][CH:15]=2)[CH:5]=[C:4]([N:17]2[CH2:22][CH2:21][O:20][CH:19]([C:23]3[NH:24][C:25]([C:29]4[CH:30]=[CH:31][CH:32]=[CH:33][CH:34]=4)=[C:26]([CH3:28])[N:27]=3)[CH2:18]2)[N:3]=1, predict the reactants needed to synthesize it. The reactants are: [NH2:1][C:2]1[N:7]=[C:6]([C:8]2[CH:15]=[CH:14][C:11]([C:12]#[N:13])=[C:10](F)[CH:9]=2)[CH:5]=[C:4]([N:17]2[CH2:22][CH2:21][O:20][CH:19]([C:23]3[NH:24][C:25]([C:29]4[CH:34]=[CH:33][CH:32]=[CH:31][CH:30]=4)=[C:26]([CH3:28])[N:27]=3)[CH2:18]2)[N:3]=1.[NH2:35][NH2:36]. (6) Given the product [OH:15][C:14]1[N:4]=[C:3]([C:2]([F:7])([F:6])[F:1])[N:5]=[C:12]([CH2:11][C:10]([O:9][CH3:8])=[O:19])[CH:13]=1, predict the reactants needed to synthesize it. The reactants are: [F:1][C:2]([F:7])([F:6])[C:3](=[NH:5])[NH2:4].[CH3:8][O:9][C:10](=[O:19])[CH2:11][C:12](=O)[CH2:13][C:14](OC)=[O:15].Cl.C(OCC)(=O)C. (7) Given the product [C:1]([C:3]1[C:4]2[C:16]([CH3:17])=[CH:15][CH:14]=[CH:13][C:5]=2[S:6][C:7]=1[C:8]([OH:10])=[O:9])#[N:2], predict the reactants needed to synthesize it. The reactants are: [C:1]([C:3]1[C:4]2[C:16]([CH3:17])=[CH:15][CH:14]=[CH:13][C:5]=2[S:6][C:7]=1[C:8]([O:10]CC)=[O:9])#[N:2].[OH-].[Na+].